From a dataset of Catalyst prediction with 721,799 reactions and 888 catalyst types from USPTO. Predict which catalyst facilitates the given reaction. (1) Reactant: [CH3:1][NH:2][CH2:3][C:4]1[CH:5]=[C:6]([C:10]2[CH:15]=[CH:14][C:13]([CH2:16][CH:17]3[S:21][C:20](=[O:22])[NH:19][C:18]3=[O:23])=[CH:12][CH:11]=2)[CH:7]=[CH:8][CH:9]=1.C1COCC1.C(N(CC)CC)C.Cl[C:37](=[O:48])[CH2:38][CH2:39][CH2:40][CH2:41][CH2:42][CH2:43][C:44]([O:46][CH3:47])=[O:45]. Product: [O:22]=[C:20]1[NH:19][C:18](=[O:23])[CH:17]([CH2:16][C:13]2[CH:12]=[CH:11][C:10]([C:6]3[CH:7]=[CH:8][CH:9]=[C:4]([CH2:3][N:2]([CH3:1])[C:37]([CH2:38][CH2:39][CH2:40][CH2:41][CH2:42][CH2:43][C:44]([O:46][CH3:47])=[O:45])=[O:48])[CH:5]=3)=[CH:15][CH:14]=2)[S:21]1. The catalyst class is: 6. (2) Reactant: C(OC(=O)[NH:7][C:8]1([C:13]2[CH:18]=[CH:17][C:16]([C:19]3[C:24]([C:25]4[CH:30]=[CH:29][CH:28]=[CH:27][CH:26]=4)=[CH:23][N:22]4[N:31]=[C:32]([CH3:34])[N:33]=[C:21]4[N:20]=3)=[CH:15][CH:14]=2)[CH2:12][CH2:11][CH2:10][CH2:9]1)(C)(C)C.Cl. Product: [CH3:34][C:32]1[N:33]=[C:21]2[N:20]=[C:19]([C:16]3[CH:17]=[CH:18][C:13]([C:8]4([NH2:7])[CH2:12][CH2:11][CH2:10][CH2:9]4)=[CH:14][CH:15]=3)[C:24]([C:25]3[CH:26]=[CH:27][CH:28]=[CH:29][CH:30]=3)=[CH:23][N:22]2[N:31]=1. The catalyst class is: 12. (3) Reactant: [C:1]([O:5][C:6](=[O:16])[N:7]([CH2:12][CH2:13][CH2:14][OH:15])[CH2:8][CH:9]([CH3:11])[CH3:10])([CH3:4])([CH3:3])[CH3:2].C(N(CC)CC)C.[CH3:24][S:25](Cl)(=[O:27])=[O:26]. Product: [CH3:24][S:25]([O:15][CH2:14][CH2:13][CH2:12][N:7]([C:6]([O:5][C:1]([CH3:3])([CH3:2])[CH3:4])=[O:16])[CH2:8][CH:9]([CH3:11])[CH3:10])(=[O:27])=[O:26]. The catalyst class is: 2. (4) Product: [CH2:2]([Br:10])[C:1]([C:4]1[CH:9]=[CH:8][CH:7]=[CH:6][CH:5]=1)=[O:3]. Reactant: [C:1]([C:4]1[CH:9]=[CH:8][CH:7]=[CH:6][CH:5]=1)(=[O:3])[CH3:2].[Br:10]Br. The catalyst class is: 15. (5) Reactant: [F:1][C:2]1[CH:10]=[C:9]2[C:5]([C:6]([C:11]3[N:12]=[C:13]4[C:19]([CH:20]=[O:21])=[CH:18][N:17]([CH2:22][O:23][CH2:24][CH2:25][Si:26]([CH3:29])([CH3:28])[CH3:27])[C:14]4=[N:15][CH:16]=3)=[N:7][NH:8]2)=[CH:4][CH:3]=1.I[CH2:31][CH:32]1[CH2:35][N:34]([C:36]([O:38][C:39]([CH3:42])([CH3:41])[CH3:40])=[O:37])[CH2:33]1.C(=O)([O-])[O-].[Cs+].[Cs+]. The catalyst class is: 9. Product: [F:1][C:2]1[CH:10]=[C:9]2[C:5]([C:6]([C:11]3[N:12]=[C:13]4[C:19]([CH:20]=[O:21])=[CH:18][N:17]([CH2:22][O:23][CH2:24][CH2:25][Si:26]([CH3:29])([CH3:28])[CH3:27])[C:14]4=[N:15][CH:16]=3)=[N:7][N:8]2[CH2:31][CH:32]2[CH2:35][N:34]([C:36]([O:38][C:39]([CH3:40])([CH3:42])[CH3:41])=[O:37])[CH2:33]2)=[CH:4][CH:3]=1. (6) Reactant: [NH2:1][C:2]1[S:3][C:4]([N+:7]([O-:9])=[O:8])=[CH:5][N:6]=1.[CH2:10]([N:14]=[C:15]=[O:16])[CH2:11][CH2:12][CH3:13].CC(C)([O-])C.[K+]. Product: [CH2:10]([NH:14][C:15]([NH:1][C:2]1[S:3][C:4]([N+:7]([O-:9])=[O:8])=[CH:5][N:6]=1)=[O:16])[CH2:11][CH2:12][CH3:13]. The catalyst class is: 3. (7) Reactant: [Cl:1][C:2]1[CH:3]=[C:4]([CH:8]=[C:9]([F:11])[CH:10]=1)[CH2:5][Mg]Cl.C(OCC)C.CN(CCN(C)C)C.[Si:25]([O:32][C@H:33]([CH2:42][O:43][Si:44]([C:47]([CH3:50])([CH3:49])[CH3:48])([CH3:46])[CH3:45])/[CH:34]=[N:35]/[S@:36]([C:38]([CH3:41])([CH3:40])[CH3:39])=[O:37])([C:28]([CH3:31])([CH3:30])[CH3:29])([CH3:27])[CH3:26]. Product: [Si:25]([O:32][C@H:33]([CH2:42][O:43][Si:44]([C:47]([CH3:50])([CH3:49])[CH3:48])([CH3:45])[CH3:46])[C@@H:34]([NH:35][S@:36]([C:38]([CH3:39])([CH3:40])[CH3:41])=[O:37])[CH2:5][C:4]1[CH:8]=[C:9]([F:11])[CH:10]=[C:2]([Cl:1])[CH:3]=1)([C:28]([CH3:31])([CH3:29])[CH3:30])([CH3:27])[CH3:26]. The catalyst class is: 1. (8) Reactant: [C:1]([O:5][C:6]([N:8]1[CH2:13][CH2:12][N:11]([C:14]2[CH:23]=[C:22]3[C:17]([CH:18]=[C:19]([C:24]([O:26]CC)=[O:25])[CH:20]=[N:21]3)=[CH:16][CH:15]=2)[CH2:10][CH2:9]1)=[O:7])([CH3:4])([CH3:3])[CH3:2].[OH-].[Na+]. Product: [C:1]([O:5][C:6]([N:8]1[CH2:9][CH2:10][N:11]([C:14]2[CH:23]=[C:22]3[C:17]([CH:18]=[C:19]([C:24]([OH:26])=[O:25])[CH:20]=[N:21]3)=[CH:16][CH:15]=2)[CH2:12][CH2:13]1)=[O:7])([CH3:4])([CH3:2])[CH3:3]. The catalyst class is: 301. (9) The catalyst class is: 63. Product: [CH3:1][C:2]([CH3:26])([CH3:27])[CH2:3][CH2:4][C:5]1[N:6]([CH2:23][CH2:24][CH3:25])[C:7]([C:10]2[CH:15]=[CH:14][N:13]=[C:12]([NH:16][C:17]3[CH:22]=[CH:21][CH:20]=[CH:19][CH:18]=3)[N:11]=2)=[CH:8][N:9]=1. Reactant: [CH3:1][C:2]([CH3:27])([CH3:26])[CH:3]=[CH:4][C:5]1[N:6]([CH2:23][CH2:24][CH3:25])[C:7]([C:10]2[CH:15]=[CH:14][N:13]=[C:12]([NH:16][C:17]3[CH:22]=[CH:21][CH:20]=[CH:19][CH:18]=3)[N:11]=2)=[CH:8][N:9]=1. (10) Reactant: [C:1]([O:5][C:6]([N:8]1[CH2:12][CH2:11][CH:10]([O:13][Si:14]([C:17]([CH3:20])([CH3:19])[CH3:18])([CH3:16])[CH3:15])[CH:9]1[CH2:21][C:22]1[C:30]2[C:25](=[N:26][CH:27]=[CH:28][CH:29]=2)[N:24](C(=O)C)[CH:23]=1)=[O:7])([CH3:4])([CH3:3])[CH3:2].[OH-].[Na+]. Product: [C:1]([O:5][C:6]([N:8]1[CH2:12][CH2:11][CH:10]([O:13][Si:14]([C:17]([CH3:19])([CH3:18])[CH3:20])([CH3:16])[CH3:15])[CH:9]1[CH2:21][C:22]1[C:30]2[C:25](=[N:26][CH:27]=[CH:28][CH:29]=2)[NH:24][CH:23]=1)=[O:7])([CH3:2])([CH3:3])[CH3:4]. The catalyst class is: 5.